Dataset: Reaction yield outcomes from USPTO patents with 853,638 reactions. Task: Predict the reaction yield, written as a fraction of the theoretical maximum amount of product (1.0 means a 100% yield; for example, 0.34 means a 34% yield). (1) The reactants are [C:1]([CH2:3][CH2:4][CH2:5][N:6]1[C:11](=[O:12])[CH:10]=[C:9]([NH:13][C:14]2[CH:19]=[CH:18][C:17]([I:20])=[CH:16][C:15]=2[F:21])[C:8]([C:22]([O:24]CC)=[O:23])=[CH:7]1)#[N:2].[OH-].[Na+]. The catalyst is CCO. The product is [C:1]([CH2:3][CH2:4][CH2:5][N:6]1[C:11](=[O:12])[CH:10]=[C:9]([NH:13][C:14]2[CH:19]=[CH:18][C:17]([I:20])=[CH:16][C:15]=2[F:21])[C:8]([C:22]([OH:24])=[O:23])=[CH:7]1)#[N:2]. The yield is 1.00. (2) The reactants are Br.[N+:2]([C:5]1[CH:10]=[CH:9][C:8]([CH2:11][C@@H:12]([C:14]2[N:15]=[C:16]([C:19]3[CH:24]=[CH:23][CH:22]=[CH:21][CH:20]=3)[S:17][CH:18]=2)[NH2:13])=[CH:7][CH:6]=1)([O-:4])=[O:3].C([O-])([O-])=O.[Ca+2].[C:30](Cl)(Cl)=[S:31]. The catalyst is C(Cl)(Cl)(Cl)Cl.O.C(Cl)Cl.O. The product is [N:13]([C@H:12]([C:14]1[N:15]=[C:16]([C:19]2[CH:20]=[CH:21][CH:22]=[CH:23][CH:24]=2)[S:17][CH:18]=1)[CH2:11][C:8]1[CH:7]=[CH:6][C:5]([N+:2]([O-:4])=[O:3])=[CH:10][CH:9]=1)=[C:30]=[S:31]. The yield is 0.930.